From a dataset of Peptide-MHC class I binding affinity with 185,985 pairs from IEDB/IMGT. Regression. Given a peptide amino acid sequence and an MHC pseudo amino acid sequence, predict their binding affinity value. This is MHC class I binding data. (1) The peptide sequence is KGHLPLLDK. The MHC is HLA-B08:02 with pseudo-sequence HLA-B08:02. The binding affinity (normalized) is 0.0847. (2) The peptide sequence is YTGDFDSVI. The MHC is HLA-B35:03 with pseudo-sequence HLA-B35:03. The binding affinity (normalized) is 0.